This data is from Full USPTO retrosynthesis dataset with 1.9M reactions from patents (1976-2016). The task is: Predict the reactants needed to synthesize the given product. (1) The reactants are: [CH3:1][N:2]1[C:14]2[CH2:13][CH2:12][C@@H:11]([NH:15][C:16](=[O:22])[O:17][C:18]([CH3:21])([CH3:20])[CH3:19])[CH2:10][C:9]=2[C:8]2[C:3]1=[CH:4][CH:5]=[C:6]([S:23]([C:26]1[CH:31]=[CH:30][CH:29]=[CH:28][CH:27]=1)(=[O:25])=[O:24])[CH:7]=2.[H-].[Na+].[CH3:34]I. Given the product [CH3:34][N:15]([C@H:11]1[CH2:10][C:9]2[C:8]3[C:3](=[CH:4][CH:5]=[C:6]([S:23]([C:26]4[CH:31]=[CH:30][CH:29]=[CH:28][CH:27]=4)(=[O:25])=[O:24])[CH:7]=3)[N:2]([CH3:1])[C:14]=2[CH2:13][CH2:12]1)[C:16](=[O:22])[O:17][C:18]([CH3:21])([CH3:19])[CH3:20], predict the reactants needed to synthesize it. (2) Given the product [C:24]([O:28][C:29]([N:31]1[CH2:32][CH2:33][CH2:34][C:35]1=[O:36])=[O:30])([CH3:27])([CH3:25])[CH3:26], predict the reactants needed to synthesize it. The reactants are: COS([O-])(=O)=O.N1(C=[N+]2CCCC2)CCCC1.CC(C)([O-])C.[Na+].[C:24]([O:28][C:29]([N:31]1[C:35](=[O:36])[CH2:34][CH2:33][C@H:32]1CC1C=CC(C2C=CC=CC=2)=CC=1)=[O:30])([CH3:27])([CH3:26])[CH3:25]. (3) Given the product [Cl:1][C:2]1[CH:7]=[CH:6][C:5]([C:8]2[CH:9]=[C:10]([C:11]([F:14])([F:13])[F:12])[N:20]3[N:21]=[CH:22][C:23]([C:24]4[CH:29]=[C:28]([CH3:30])[N:27]=[C:26]([CH3:31])[CH:25]=4)=[C:19]3[N:18]=2)=[CH:4][C:3]=1[CH3:17], predict the reactants needed to synthesize it. The reactants are: [Cl:1][C:2]1[CH:7]=[CH:6][C:5]([C:8](=O)[CH2:9][C:10](=O)[C:11]([F:14])([F:13])[F:12])=[CH:4][C:3]=1[CH3:17].[NH2:18][C:19]1[C:23]([C:24]2[CH:29]=[C:28]([CH3:30])[N:27]=[C:26]([CH3:31])[CH:25]=2)=[CH:22][NH:21][N:20]=1. (4) Given the product [CH2:23]=[CH:24][C:14]1[CH:15]=[CH:16][C:11]2/[C:10](/[C:19]([NH:18][C:12]=2[CH:13]=1)=[O:20])=[C:9]1\[C:7]([C:5]2[C:4]([NH:21]\1)=[CH:3][CH:2]=[CH:1][CH:6]=2)=[O:8], predict the reactants needed to synthesize it. The reactants are: [CH:1]1[CH:6]=[C:5]2[C:7](/[C:9](/[NH:21][C:4]2=[CH:3][CH:2]=1)=[C:10]1\[C:11]2[CH:16]=[CH:15][C:14](Br)=[CH:13][C:12]=2[NH:18][C:19]\1=[O:20])=[O:8].O1CCO[CH2:24][CH2:23]1. (5) Given the product [CH3:73][O:74][C:75](=[O:83])[C:76]1[CH:81]=[CH:80][C:79]([N:45]2[CH2:46][CH2:47][CH2:48][C@H:42]([N:41]([CH2:40][C:39]3[CH:64]=[C:65]([C:67]([F:70])([F:68])[F:69])[CH:66]=[C:37]([C:36]([F:71])([F:35])[F:72])[CH:38]=3)[C:58]3[N:59]=[N:60][N:61]([CH3:63])[N:62]=3)[C:43]3[CH:52]=[C:51]([CH3:53])[C:50]([C:54]([F:55])([F:56])[F:57])=[CH:49][C:44]2=3)=[CH:78][CH:77]=1, predict the reactants needed to synthesize it. The reactants are: C1(P(C2CCCCC2)C2C=CC=CC=2C2C=CC=CC=2N(C)C)CCCCC1.CC(C)([O-])C.[Na+].[F:35][C:36]([F:72])([F:71])[C:37]1[CH:38]=[C:39]([CH:64]=[C:65]([C:67]([F:70])([F:69])[F:68])[CH:66]=1)[CH2:40][N:41]([C:58]1[N:59]=[N:60][N:61]([CH3:63])[N:62]=1)[C@H:42]1[CH2:48][CH2:47][CH2:46][NH:45][C:44]2[CH:49]=[C:50]([C:54]([F:57])([F:56])[F:55])[C:51]([CH3:53])=[CH:52][C:43]1=2.[CH3:73][O:74][C:75](=[O:83])[C:76]1[CH:81]=[CH:80][C:79](I)=[CH:78][CH:77]=1. (6) Given the product [Br:1][C:2]1[CH:10]=[CH:9][C:5]([C:6]([Cl:14])=[O:7])=[C:4]([Cl:11])[CH:3]=1, predict the reactants needed to synthesize it. The reactants are: [Br:1][C:2]1[CH:10]=[CH:9][C:5]([C:6](O)=[O:7])=[C:4]([Cl:11])[CH:3]=1.S(Cl)([Cl:14])=O.CN1CCCC1=O. (7) Given the product [NH2:10][C:9]1[N:23]([CH2:22][C:21]2[CH:25]=[CH:26][CH:27]=[CH:28][C:20]=2[F:19])[N:24]=[C:12]([C:13]([O:15][CH2:16][CH3:17])=[O:14])[CH:11]=1, predict the reactants needed to synthesize it. The reactants are: FC(F)(F)C(O)=O.[Na].[C:9]([CH2:11][C:12](=O)[C:13]([O:15][CH2:16][CH3:17])=[O:14])#[N:10].[F:19][C:20]1[CH:28]=[CH:27][CH:26]=[CH:25][C:21]=1[CH2:22][NH:23][NH2:24].